From a dataset of Forward reaction prediction with 1.9M reactions from USPTO patents (1976-2016). Predict the product of the given reaction. Given the reactants CO[CH:3](OC)[CH2:4][NH:5][C:6]([C:8]1[CH:16]=[C:15]2[C:11]([CH2:12][CH2:13][N:14]2[CH2:17][C:18]2[CH:23]=[CH:22][CH:21]=[CH:20][CH:19]=2)=[CH:10][CH:9]=1)=[O:7].B(F)(F)F.CCOCC, predict the reaction product. The product is: [CH2:17]([N:14]1[C:15]2[CH:16]=[C:8]3[C:9]([CH:3]=[CH:4][N:5]=[C:6]3[OH:7])=[CH:10][C:11]=2[CH2:12][CH2:13]1)[C:18]1[CH:23]=[CH:22][CH:21]=[CH:20][CH:19]=1.